This data is from HIV replication inhibition screening data with 41,000+ compounds from the AIDS Antiviral Screen. The task is: Binary Classification. Given a drug SMILES string, predict its activity (active/inactive) in a high-throughput screening assay against a specified biological target. The molecule is O=[N+]([O-])c1ccccc1C1SCc2nc3ccccc3n21. The result is 1 (active).